From a dataset of Full USPTO retrosynthesis dataset with 1.9M reactions from patents (1976-2016). Predict the reactants needed to synthesize the given product. (1) Given the product [C:1]([C:36]1[C:35]2[C:30](=[CH:31][CH:32]=[CH:33][CH:34]=2)[NH:29][C:28]=1[C:27]1[C:22](=[O:21])[NH:23][N:24]=[C:25]([C:37]2[CH:42]=[CH:41][N:40]=[CH:39][CH:38]=2)[CH:26]=1)(=[O:3])[CH3:2], predict the reactants needed to synthesize it. The reactants are: [C:1](Cl)(=[O:3])[CH3:2].ClCCCl.[Cl-].[Al+3].[Cl-].[Cl-].FC(F)(F)C(O)=O.C[O:21][C:22]1[N:23]=[N:24][C:25]([C:37]2[CH:42]=[CH:41][N:40]=[CH:39][CH:38]=2)=[CH:26][C:27]=1[C:28]1[NH:29][C:30]2[C:35]([CH:36]=1)=[CH:34][CH:33]=[CH:32][CH:31]=2. (2) Given the product [C:13]1([S:19][C:20]2[CH:27]=[CH:26][C:23]([CH2:24][N:25]3[CH2:10][C:5]4[C:4](=[CH:9][CH:8]=[CH:7][CH:6]=4)[C:3]3=[O:12])=[CH:22][CH:21]=2)[CH:14]=[CH:15][CH:16]=[CH:17][CH:18]=1, predict the reactants needed to synthesize it. The reactants are: CO[C:3](=[O:12])[C:4]1[CH:9]=[CH:8][CH:7]=[CH:6][C:5]=1[CH2:10]Br.[C:13]1([S:19][C:20]2[CH:27]=[CH:26][C:23]([CH2:24][NH2:25])=[CH:22][CH:21]=2)[CH:18]=[CH:17][CH:16]=[CH:15][CH:14]=1.C([O-])([O-])=O.[K+].[K+].C(OCC)(=O)C. (3) Given the product [CH2:22]([NH:19][CH2:1][CH2:2][CH2:3][CH2:4][CH2:5][CH2:6][CH2:7][CH2:8][CH2:9][CH2:10][CH2:11][CH2:12][CH2:13][CH2:14][CH2:15][CH2:16][CH2:17][CH3:18])[CH2:23][CH2:24][CH2:25][CH2:26][CH2:27][CH2:28][CH2:29][CH2:30][CH2:31][CH2:32][CH2:33][CH2:34][CH2:35][CH2:36][CH2:37][CH2:38][CH3:39], predict the reactants needed to synthesize it. The reactants are: [CH2:1]([N:19]([CH2:22][CH2:23][CH2:24][CH2:25][CH2:26][CH2:27][CH2:28][CH2:29][CH2:30][CH2:31][CH2:32][CH2:33][CH2:34][CH2:35][CH2:36][CH2:37][CH2:38][CH3:39])C#N)[CH2:2][CH2:3][CH2:4][CH2:5][CH2:6][CH2:7][CH2:8][CH2:9][CH2:10][CH2:11][CH2:12][CH2:13][CH2:14][CH2:15][CH2:16][CH2:17][CH3:18].O.[OH-].[Na+].C(Cl)(Cl)Cl. (4) Given the product [CH:12]1([NH:18][CH:2]2[C:10]3[C:5](=[CH:6][CH:7]=[CH:8][CH:9]=3)[C:4](=[O:11])[CH2:3]2)[CH2:17][CH2:16][CH2:15][CH2:14][CH2:13]1, predict the reactants needed to synthesize it. The reactants are: Br[CH:2]1[C:10]2[C:5](=[CH:6][CH:7]=[CH:8][CH:9]=2)[C:4](=[O:11])[CH2:3]1.[CH:12]1([NH2:18])[CH2:17][CH2:16][CH2:15][CH2:14][CH2:13]1.